From a dataset of Reaction yield outcomes from USPTO patents with 853,638 reactions. Predict the reaction yield, written as a fraction of the theoretical maximum amount of product (1.0 means a 100% yield; for example, 0.34 means a 34% yield). (1) The reactants are [O:1]=[C:2]([CH3:11])[CH2:3][C:4]([O:6][C:7]([CH3:10])([CH3:9])[CH3:8])=[O:5].[Cl-].[Mg+2].[Cl-].[C:15](Cl)(=[O:17])[CH3:16].Cl. The catalyst is ClCCl.N1C=CC=CC=1. The product is [C:2]([CH:3]([C:15](=[O:17])[CH3:16])[C:4]([O:6][C:7]([CH3:10])([CH3:9])[CH3:8])=[O:5])(=[O:1])[CH3:11]. The yield is 0.980. (2) The catalyst is C(Cl)Cl. The reactants are [Br:1][C:2]1[CH:9]=[CH:8][C:7]([Cl:10])=[CH:6][C:3]=1[CH2:4]O.C(N(S(F)(F)[F:17])CC)C.C(=O)(O)[O-].[Na+]. The product is [Br:1][C:2]1[CH:9]=[CH:8][C:7]([Cl:10])=[CH:6][C:3]=1[CH2:4][F:17]. The yield is 0.650. (3) The reactants are C(=NO)C1C(=CC=CC=1)O.C([O-])([O-])=O.[Cs+].[Cs+].[NH:17]1[C:21]([C:22]2[C:27](=[O:28])[CH:26]=[CH:25][N:24]([C:29]3[CH:34]=[CH:33][CH:32]=[C:31]([C:35]([F:38])([F:37])[F:36])[CH:30]=3)[N:23]=2)=[CH:20][CH:19]=[N:18]1.I[C:40]1[S:41][CH:42]=[CH:43][CH:44]=1. The catalyst is CC#N.CCOC(C)=O.O.[Cu-]=O. The product is [S:41]1[CH:42]=[CH:43][CH:44]=[C:40]1[N:17]1[C:21]([C:22]2[C:27](=[O:28])[CH:26]=[CH:25][N:24]([C:29]3[CH:34]=[CH:33][CH:32]=[C:31]([C:35]([F:37])([F:36])[F:38])[CH:30]=3)[N:23]=2)=[CH:20][CH:19]=[N:18]1. The yield is 0.0300. (4) No catalyst specified. The reactants are [C:1]([O:5][C:6]([NH:8][C:9]1[C:10]([OH:18])=[C:11]([CH:15]=[CH:16][CH:17]=1)[C:12]([OH:14])=O)=[O:7])([CH3:4])([CH3:3])[CH3:2].O[NH:20][C:21]([C:23]1[C:28]([CH3:29])=[CH:27][CH:26]=[CH:25][N:24]=1)=[NH:22]. The product is [C:1]([O:5][C:6](=[O:7])[NH:8][C:9]1[CH:17]=[CH:16][CH:15]=[C:11]([C:12]2[O:14][N:22]=[C:21]([C:23]3[C:28]([CH3:29])=[CH:27][CH:26]=[CH:25][N:24]=3)[N:20]=2)[C:10]=1[OH:18])([CH3:2])([CH3:3])[CH3:4]. The yield is 0.400. (5) The product is [C:4]([O:8][C:9]([N:11]([CH3:46])[C@@H:12]([CH3:45])[C:13]([NH:15][C@H:16]1[CH2:22][O:21][C:20]2[CH:23]=[CH:24][CH:25]=[CH:26][C:19]=2[N:18]([CH2:27][C:28]2[C:37]([O:38][CH3:39])=[CH:36][CH:35]=[C:34]3[C:29]=2[CH:30]=[CH:31][C:32]([C:40]([OH:42])=[O:41])=[CH:33]3)[C:17]1=[O:44])=[O:14])=[O:10])([CH3:6])([CH3:7])[CH3:5]. The reactants are O[Li].O.[C:4]([O:8][C:9]([N:11]([CH3:46])[C@@H:12]([CH3:45])[C:13]([NH:15][C@H:16]1[CH2:22][O:21][C:20]2[CH:23]=[CH:24][CH:25]=[CH:26][C:19]=2[N:18]([CH2:27][C:28]2[C:37]([O:38][CH3:39])=[CH:36][CH:35]=[C:34]3[C:29]=2[CH:30]=[CH:31][C:32]([C:40]([O:42]C)=[O:41])=[CH:33]3)[C:17]1=[O:44])=[O:14])=[O:10])([CH3:7])([CH3:6])[CH3:5].OS([O-])(=O)=O.[K+]. The catalyst is O.CO. The yield is 0.930.